From a dataset of Full USPTO retrosynthesis dataset with 1.9M reactions from patents (1976-2016). Predict the reactants needed to synthesize the given product. (1) Given the product [CH2:4]([N:5]1[CH:11]=[CH:10][N:9]=[C:7]([OH:8])[C:6]1=[O:12])[CH3:3], predict the reactants needed to synthesize it. The reactants are: CO[CH:3](OC)[CH2:4][NH:5][C:6](=[O:12])[C:7]([NH:9][CH2:10][CH3:11])=[O:8].Cl. (2) Given the product [CH2:1]([O:3][C:4]([C:6]1[CH:10]=[N:9][N:8]([CH2:11][C:12]2[CH:13]=[CH:14][CH:15]=[CH:16][CH:17]=2)[C:7]=1[C:18](=[O:20])[NH:35][C:32]1[CH:33]=[CH:34][N:29]2[N:28]=[C:27]([C:21]3[CH:26]=[CH:25][CH:24]=[CH:23][CH:22]=3)[N:36]=[C:30]2[CH:31]=1)=[O:5])[CH3:2], predict the reactants needed to synthesize it. The reactants are: [CH2:1]([O:3][C:4]([C:6]1[CH:10]=[N:9][N:8]([CH2:11][C:12]2[CH:17]=[CH:16][CH:15]=[CH:14][CH:13]=2)[C:7]=1[C:18]([OH:20])=O)=[O:5])[CH3:2].[C:21]1([C:27]2[N:36]=[C:30]3[CH:31]=[C:32]([NH2:35])[CH:33]=[CH:34][N:29]3[N:28]=2)[CH:26]=[CH:25][CH:24]=[CH:23][CH:22]=1.